This data is from Forward reaction prediction with 1.9M reactions from USPTO patents (1976-2016). The task is: Predict the product of the given reaction. (1) The product is: [CH3:1][C:2]1[CH:3]=[CH:4][C:5]([O:15][CH2:16][C:17]2[CH:22]=[CH:21][C:20]([F:23])=[CH:19][CH:18]=2)=[C:6]([C:8]2[N:24]([C:25]3[CH:33]=[C:29]([C:28]([F:34])=[CH:27][CH:26]=3)[C:30]([OH:32])=[O:31])[C:11]([CH3:12])=[CH:10][CH:9]=2)[CH:7]=1. Given the reactants [CH3:1][C:2]1[CH:3]=[CH:4][C:5]([O:15][CH2:16][C:17]2[CH:22]=[CH:21][C:20]([F:23])=[CH:19][CH:18]=2)=[C:6]([C:8](=O)[CH2:9][CH2:10][C:11](=O)[CH3:12])[CH:7]=1.[NH2:24][C:25]1[CH:26]=[CH:27][C:28]([F:34])=[C:29]([CH:33]=1)[C:30]([OH:32])=[O:31].CC1C=CC(S(O)(=O)=O)=CC=1, predict the reaction product. (2) Given the reactants [C:1]1([N:7]2[CH2:12][CH2:11][N:10]([CH2:13][CH2:14][NH2:15])[CH2:9][CH2:8]2)[CH:6]=[CH:5][CH:4]=[CH:3][CH:2]=1.[CH2:16]([C:19]1[N:23]([C:24]([CH3:27])([CH3:26])[CH3:25])[N:22]=[C:21]([CH:28]=O)[CH:20]=1)[CH2:17][CH3:18], predict the reaction product. The product is: [C:24]([N:23]1[C:19]([CH2:16][CH2:17][CH3:18])=[CH:20][C:21]([CH2:28][NH:15][CH2:14][CH2:13][N:10]2[CH2:9][CH2:8][N:7]([C:1]3[CH:2]=[CH:3][CH:4]=[CH:5][CH:6]=3)[CH2:12][CH2:11]2)=[N:22]1)([CH3:27])([CH3:26])[CH3:25]. (3) Given the reactants [NH:1]1[C:9]2[C:4](=[CH:5][CH:6]=[CH:7][C:8]=2[C:10]2[C:11](=O)[NH:12][C:13](=[O:24])[C:14]=2[C:15]2[C:23]3[C:18](=[CH:19][CH:20]=[CH:21][CH:22]=3)[NH:17][CH:16]=2)[CH:3]=[CH:2]1.II.[O:28]1CCOCC1, predict the reaction product. The product is: [CH:3]1[CH:2]=[N:1][C:9]2[C:4]=1[CH2:5][CH:6]=[C:7]1[C:16]3[C:15]([C:23]4[CH2:22][C:21](=[O:28])[CH:20]=[CH:19][C:18]=4[N:17]=3)=[C:14]3[C:13](=[O:24])[NH:12][CH:11]=[C:10]3[C:8]=21. (4) Given the reactants [C:1]([O:5][C:6]([NH:8][CH:9]([C:29]([CH3:32])([CH3:31])[CH3:30])[C:10]([N:12]1[CH2:16][CH:15]([OH:17])[CH2:14][CH:13]1[C:18]([NH:20][C:21]1([C:26]([OH:28])=[O:27])[CH2:23][CH:22]1[CH2:24][CH3:25])=[O:19])=[O:11])=[O:7])([CH3:4])([CH3:3])[CH3:2].CC([O-])(C)C.[K+].Cl[C:40]1[C:49]2[C:44](=[CH:45][C:46]([O:50][CH3:51])=[CH:47][CH:48]=2)[N:43]=[N:42][CH:41]=1, predict the reaction product. The product is: [C:1]([O:5][C:6]([NH:8][CH:9]([C:29]([CH3:31])([CH3:30])[CH3:32])[C:10]([N:12]1[CH2:16][CH:15]([O:17][C:40]2[C:49]3[C:44](=[CH:45][C:46]([O:50][CH3:51])=[CH:47][CH:48]=3)[N:43]=[N:42][CH:41]=2)[CH2:14][CH:13]1[C:18]([NH:20][C:21]1([C:26]([OH:28])=[O:27])[CH2:23][CH:22]1[CH2:24][CH3:25])=[O:19])=[O:11])=[O:7])([CH3:4])([CH3:2])[CH3:3]. (5) Given the reactants C(OC([N:8]1[CH2:13][CH2:12][CH:11]([NH:14][CH2:15][C:16]2[CH:21]=[CH:20][C:19]([Cl:22])=[CH:18][CH:17]=2)[CH2:10][CH2:9]1)=O)(C)(C)C.[CH:23](=O)[CH3:24].[BH-](OC(C)=O)(OC(C)=O)OC(C)=O.[Na+], predict the reaction product. The product is: [Cl:22][C:19]1[CH:18]=[CH:17][C:16]([CH2:15][N:14]([CH2:23][CH3:24])[CH:11]2[CH2:10][CH2:9][NH:8][CH2:13][CH2:12]2)=[CH:21][CH:20]=1. (6) The product is: [C:32]([N:10]1[CH2:11][CH2:12][C@H:13]([O:14][CH2:15][C:16]2[CH:17]=[C:18]([C:26]([F:29])([F:27])[F:28])[CH:19]=[C:20]([C:22]([F:23])([F:24])[F:25])[CH:21]=2)[C@H:8]([CH2:1][C:2]2[CH:7]=[CH:6][CH:5]=[CH:4][CH:3]=2)[CH2:9]1)(=[O:33])[CH3:31]. Given the reactants [CH2:1]([C@H:8]1[C@@H:13]([O:14][CH2:15][C:16]2[CH:21]=[C:20]([C:22]([F:25])([F:24])[F:23])[CH:19]=[C:18]([C:26]([F:29])([F:28])[F:27])[CH:17]=2)[CH2:12][CH2:11][NH:10][CH2:9]1)[C:2]1[CH:7]=[CH:6][CH:5]=[CH:4][CH:3]=1.C1C[O:33][CH2:32][CH2:31]1, predict the reaction product. (7) Given the reactants CS(O[CH2:6][CH2:7][CH2:8][CH2:9][CH2:10][CH2:11][C:12]([F:18])([F:17])[C:13]([F:16])([F:15])[F:14])(=O)=O.[I-:19].[Na+], predict the reaction product. The product is: [F:14][C:13]([F:16])([F:15])[C:12]([F:18])([F:17])[CH2:11][CH2:10][CH2:9][CH2:8][CH2:7][CH2:6][I:19].